Dataset: Peptide-MHC class I binding affinity with 185,985 pairs from IEDB/IMGT. Task: Regression. Given a peptide amino acid sequence and an MHC pseudo amino acid sequence, predict their binding affinity value. This is MHC class I binding data. (1) The peptide sequence is SIIQEKLGY. The binding affinity (normalized) is 0.0847. The MHC is HLA-A30:01 with pseudo-sequence HLA-A30:01. (2) The peptide sequence is AVTLNRIKI. The MHC is HLA-A02:01 with pseudo-sequence HLA-A02:01. The binding affinity (normalized) is 0.349. (3) The peptide sequence is TQMINFFAL. The MHC is H-2-Db with pseudo-sequence H-2-Db. The binding affinity (normalized) is 0.806.